Dataset: Peptide-MHC class I binding affinity with 185,985 pairs from IEDB/IMGT. Task: Regression. Given a peptide amino acid sequence and an MHC pseudo amino acid sequence, predict their binding affinity value. This is MHC class I binding data. (1) The MHC is HLA-B07:02 with pseudo-sequence HLA-B07:02. The binding affinity (normalized) is 0.0847. The peptide sequence is RIGGVLIFR. (2) The peptide sequence is NTIDKSSPL. The MHC is HLA-A02:06 with pseudo-sequence HLA-A02:06. The binding affinity (normalized) is 0.730. (3) The peptide sequence is ILNSDDEQA. The MHC is HLA-A26:01 with pseudo-sequence HLA-A26:01. The binding affinity (normalized) is 0.0847. (4) The peptide sequence is HTNFESFTV. The MHC is HLA-A30:02 with pseudo-sequence HLA-A30:02. The binding affinity (normalized) is 0.364. (5) The MHC is HLA-B57:01 with pseudo-sequence HLA-B57:01. The peptide sequence is RTYSLLNRK. The binding affinity (normalized) is 0.0847. (6) The peptide sequence is RQWAQDLTL. The MHC is HLA-B48:01 with pseudo-sequence HLA-B48:01. The binding affinity (normalized) is 0.683. (7) The peptide sequence is LRTELTYL. The MHC is HLA-B27:05 with pseudo-sequence HLA-B27:05. The binding affinity (normalized) is 0.515. (8) The peptide sequence is IPFIAYFVLM. The MHC is H-2-Dd with pseudo-sequence H-2-Dd. The binding affinity (normalized) is 0.0614.